Regression. Given a peptide amino acid sequence and an MHC pseudo amino acid sequence, predict their binding affinity value. This is MHC class II binding data. From a dataset of Peptide-MHC class II binding affinity with 134,281 pairs from IEDB. (1) The peptide sequence is YKFIPSLEAAVKQAY. The MHC is DRB1_0404 with pseudo-sequence DRB1_0404. The binding affinity (normalized) is 0.632. (2) The peptide sequence is AKFTCAKSMSLFEVD. The MHC is DRB1_0301 with pseudo-sequence DRB1_0301. The binding affinity (normalized) is 0.295. (3) The peptide sequence is AFILDGDNLFPKK. The MHC is HLA-DQA10501-DQB10201 with pseudo-sequence HLA-DQA10501-DQB10201. The binding affinity (normalized) is 0.415. (4) The peptide sequence is GELQIVQKIDAAFKI. The MHC is DRB1_1501 with pseudo-sequence DRB1_1501. The binding affinity (normalized) is 0.735. (5) The peptide sequence is HELQIVDKIDAAFKI. The MHC is DRB5_0101 with pseudo-sequence DRB5_0101. The binding affinity (normalized) is 0.697. (6) The peptide sequence is GKNERELATLHHLNP. The MHC is DRB1_0101 with pseudo-sequence DRB1_0101. The binding affinity (normalized) is 0.162.